From a dataset of Forward reaction prediction with 1.9M reactions from USPTO patents (1976-2016). Predict the product of the given reaction. (1) Given the reactants [F:1][C:2]([F:18])([F:17])[C:3]1[CH:4]=[C:5]([CH:13]([NH:15][CH3:16])[CH3:14])[CH:6]=[C:7]([C:9]([F:12])([F:11])[F:10])[CH:8]=1.C([O-])([O-])=O.[Cs+].[Cs+].[C:25]([Cl:28])(Cl)=[O:26], predict the reaction product. The product is: [F:1][C:2]([F:17])([F:18])[C:3]1[CH:4]=[C:5]([CH:13]([N:15]([CH3:16])[C:25]([Cl:28])=[O:26])[CH3:14])[CH:6]=[C:7]([C:9]([F:10])([F:11])[F:12])[CH:8]=1. (2) Given the reactants Cl.Cl.[CH2:3]1[C:12]2[C:7](=[CH:8][CH:9]=[N:10][CH:11]=2)[CH2:6][CH2:5][N:4]1[C:13]1[CH:19]=[CH:18][C:16]([NH2:17])=[CH:15][CH:14]=1.[C:20]1([CH3:29])[CH:25]=[CH:24][C:23]([N:26]=[C:27]=[O:28])=[CH:22][CH:21]=1, predict the reaction product. The product is: [CH2:3]1[C:12]2[C:7](=[CH:8][CH:9]=[N:10][CH:11]=2)[CH2:6][CH2:5][N:4]1[C:13]1[CH:19]=[CH:18][C:16]([NH:17][C:27]([NH:26][C:23]2[CH:24]=[CH:25][C:20]([CH3:29])=[CH:21][CH:22]=2)=[O:28])=[CH:15][CH:14]=1. (3) Given the reactants C([NH:5][S:6]([C:9]1[S:10][C:11]([C:14]2[CH:19]=[CH:18][C:17]([CH2:20][C:21]#[N:22])=[CH:16][CH:15]=2)=[CH:12][CH:13]=1)(=[O:8])=[O:7])(C)(C)C, predict the reaction product. The product is: [C:21]([CH2:20][C:17]1[CH:16]=[CH:15][C:14]([C:11]2[S:10][C:9]([S:6]([NH2:5])(=[O:7])=[O:8])=[CH:13][CH:12]=2)=[CH:19][CH:18]=1)#[N:22]. (4) Given the reactants [C:1]1([CH2:7][CH2:8][CH:9](O)[CH:10]=[CH2:11])[CH:6]=[CH:5][CH:4]=[CH:3][CH:2]=1.S(=O)(=O)(O)[NH2:14].[F:18][C:19]([F:30])([F:29])[C:20](O[C:20](=[O:21])[C:19]([F:30])([F:29])[F:18])=[O:21].C(=O)([O-])[O-].[K+].[K+], predict the reaction product. The product is: [F:18][C:19]([F:30])([F:29])[C:20]([NH:14][CH:9]([CH2:8][CH2:7][C:1]1[CH:6]=[CH:5][CH:4]=[CH:3][CH:2]=1)[CH:10]=[CH2:11])=[O:21]. (5) Given the reactants [C:1]([O:5][C:6]([N:8]1[CH2:17][CH2:16][C:15]2[C:10](=[C:11]([NH:18][CH2:19][C:20](=[O:34])[N:21]([CH2:27][C:28]3[CH:33]=[CH:32][CH:31]=[CH:30][CH:29]=3)[CH2:22][CH2:23][N:24]([CH3:26])[CH3:25])[CH:12]=[CH:13][CH:14]=2)[CH2:9]1)=[O:7])([CH3:4])([CH3:3])[CH3:2].[C:35]([O:41][C:42]([C:44]([F:47])([F:46])[F:45])=[O:43])([C:37](F)(F)F)=[O:36], predict the reaction product. The product is: [CH3:44][CH2:42][O:41][C:35]([CH3:37])=[O:36].[CH3:1][OH:5].[NH3:8].[C:1]([O:5][C:6]([N:8]1[CH2:17][CH2:16][C:15]2[C:10](=[C:11]([N:18]([CH2:19][C:20](=[O:34])[N:21]([CH2:27][C:28]3[CH:29]=[CH:30][CH:31]=[CH:32][CH:33]=3)[CH2:22][CH2:23][N:24]([CH3:26])[CH3:25])[C:42](=[O:43])[C:44]([F:45])([F:46])[F:47])[CH:12]=[CH:13][CH:14]=2)[CH2:9]1)=[O:7])([CH3:4])([CH3:2])[CH3:3].